Predict the reaction yield, written as a fraction of the theoretical maximum amount of product (1.0 means a 100% yield; for example, 0.34 means a 34% yield). From a dataset of Reaction yield outcomes from USPTO patents with 853,638 reactions. (1) The reactants are C([O:8][C:9]1[C:14](=[O:15])[N:13]=[C:12]([CH2:16][C:17]2[CH:22]=[CH:21][CH:20]=[C:19]([Cl:23])[C:18]=2[Cl:24])[N:11]2[CH2:25][CH2:26][N:27]([CH:30]([CH3:32])[CH3:31])[C:28](=[O:29])[C:10]=12)C1C=CC=CC=1.Cl. The catalyst is CO. The product is [Cl:24][C:18]1[C:19]([Cl:23])=[CH:20][CH:21]=[CH:22][C:17]=1[CH2:16][C:12]1[N:11]2[CH2:25][CH2:26][N:27]([CH:30]([CH3:32])[CH3:31])[C:28](=[O:29])[C:10]2=[C:9]([OH:8])[C:14](=[O:15])[N:13]=1. The yield is 0.617. (2) The reactants are [Cl:1][C:2]1[CH:7]=[CH:6][C:5]([N:8]([C:12]2[CH:17]=[CH:16][CH:15]=[CH:14][C:13]=2[C:18]([F:21])([F:20])[F:19])[C:9](=[O:11])[NH2:10])=[CH:4][C:3]=1C(O)=O.[NH2:25][C:26]1[CH:27]=[N:28][CH:29]=[CH:30][CH:31]=1.C(Cl)Cl.CS(C)=O.[CH2:39]1[CH2:43][O:42][CH2:41][CH2:40]1. The catalyst is ClCCCl. The product is [Cl:1][C:2]1([C:9](=[O:11])[NH:8][C:5]2[CH:6]=[CH:41][CH:40]=[C:39]([C:43](=[O:42])[NH:25][C:26]3[CH:27]=[N:28][CH:29]=[CH:30][CH:31]=3)[CH:4]=2)[CH:7]=[CH:6][C:5]([N:8]([C:12]2[CH:17]=[CH:16][CH:15]=[CH:14][C:13]=2[C:18]([F:20])([F:21])[F:19])[C:9](=[O:11])[NH2:10])=[CH:4][CH2:3]1. The yield is 0.590. (3) The reactants are I([O-])(=O)(=O)=O.[Na+].[F:7][C:8]1[C:30]([CH:31]=C)=[CH:29][C:11]2[C:12]3[N:16]([CH2:17][CH2:18][O:19][C:10]=2[CH:9]=1)[CH:15]=[C:14]([C:20]1[N:21]([CH:26]([CH3:28])[CH3:27])[N:22]=[C:23]([CH3:25])[N:24]=1)[N:13]=3.CC(C)=[O:35].O. The catalyst is CC(O)(C)C.CCOC(C)=O.[Os](=O)(=O)(=O)=O. The product is [F:7][C:8]1[C:30]([CH:31]=[O:35])=[CH:29][C:11]2[C:12]3[N:16]([CH2:17][CH2:18][O:19][C:10]=2[CH:9]=1)[CH:15]=[C:14]([C:20]1[N:21]([CH:26]([CH3:28])[CH3:27])[N:22]=[C:23]([CH3:25])[N:24]=1)[N:13]=3. The yield is 0.960. (4) The reactants are [Li+].[CH3:2][O-:3].[CH3:4][C:5]1[O:9][C:8]([C:10]2[CH:15]=[CH:14][CH:13]=[CH:12][CH:11]=2)=[N:7][C:6]=1[CH2:16][CH2:17][O:18][C:19]1[C:27]2[CH:26]=[CH:25][S:24][C:23]=2[C:22](C=O)=[CH:21][CH:20]=1.CN([CH:33]=[O:34])C. No catalyst specified. The product is [CH3:2][O:3][C:33](=[O:34])/[C:8](/[O:9][CH3:5])=[CH:10]/[C:22]1[C:23]2[S:24][CH:25]=[CH:26][C:27]=2[C:19]([O:18][CH2:17][CH2:16][C:6]2[N:7]=[C:8]([C:10]3[CH:11]=[CH:12][CH:13]=[CH:14][CH:15]=3)[O:9][C:5]=2[CH3:4])=[CH:20][CH:21]=1. The yield is 0.730. (5) The product is [N+:1]([CH2:4][C:5](=[N:14][NH2:15])[C:7]1[CH:12]=[CH:11][CH:10]=[CH:9][CH:8]=1)([O-:3])=[O:2]. The yield is 0.810. The reactants are [N+:1]([CH2:4][C:5]([C:7]1[CH:12]=[CH:11][CH:10]=[CH:9][CH:8]=1)=O)([O-:3])=[O:2].O.[NH2:14][NH2:15].C(O)(=O)C. The catalyst is C(O)C. (6) The reactants are [Cl:1][C:2]1[C:10]2[N:9]=[C:8]3[N:11]([C:15]4[C:16]([CH3:23])=[N:17][C:18]([O:21][CH3:22])=[CH:19][CH:20]=4)[CH2:12][CH2:13][CH2:14][N:7]3[C:6]=2[C:5]([CH2:24][OH:25])=[CH:4][CH:3]=1.CC(OI1(OC(C)=O)(OC(C)=O)OC(=O)C2C=CC=CC1=2)=O. The catalyst is CS(C)=O. The product is [Cl:1][C:2]1[CH:3]=[CH:4][C:5]([CH:24]=[O:25])=[C:6]2[C:10]=1[N:9]=[C:8]1[N:11]([C:15]3[C:16]([CH3:23])=[N:17][C:18]([O:21][CH3:22])=[CH:19][CH:20]=3)[CH2:12][CH2:13][CH2:14][N:7]21. The yield is 0.930. (7) The reactants are [NH2:1][C:2]1[CH:3]=[C:4]([CH:8]=[CH:9][C:10]=1[NH2:11])[C:5]([OH:7])=[O:6].[Cl:12][CH2:13][C:14](O)=O. The catalyst is Cl. The product is [Cl:12][CH2:13][C:14]1[NH:11][C:10]2[CH:9]=[CH:8][C:4]([C:5]([OH:7])=[O:6])=[CH:3][C:2]=2[N:1]=1. The yield is 0.760. (8) The reactants are [C:1]([O:4][CH2:5][C:6]1[C:7]([N:21]2[N:30]=[CH:29][C:28]3[C:23](=[C:24]([F:35])[CH:25]=[C:26]([C:31]([CH3:34])([CH3:33])[CH3:32])[CH:27]=3)[C:22]2=[O:36])=[N:8][CH:9]=[CH:10][C:11]=1[C:12]1[CH:17]=[C:16](Br)[C:15](=[O:19])[N:14]([CH3:20])[CH:13]=1)(=[O:3])[CH3:2].[N:37]1[N:38]2[CH2:45][CH2:44][CH2:43][C:39]2=[CH:40][C:41]=1[NH2:42].C(=O)([O-])[O-].[Cs+].[Cs+].CC1(C)C2C(=C(P(C3C=CC=CC=3)C3C=CC=CC=3)C=CC=2)OC2C(P(C3C=CC=CC=3)C3C=CC=CC=3)=CC=CC1=2. The catalyst is C1C=CC(/C=C/C(/C=C/C2C=CC=CC=2)=O)=CC=1.C1C=CC(/C=C/C(/C=C/C2C=CC=CC=2)=O)=CC=1.C1C=CC(/C=C/C(/C=C/C2C=CC=CC=2)=O)=CC=1.[Pd].[Pd].O1CCOCC1. The product is [C:1]([O:4][CH2:5][C:6]1[C:7]([N:21]2[N:30]=[CH:29][C:28]3[C:23](=[C:24]([F:35])[CH:25]=[C:26]([C:31]([CH3:34])([CH3:33])[CH3:32])[CH:27]=3)[C:22]2=[O:36])=[N:8][CH:9]=[CH:10][C:11]=1[C:12]1[CH:17]=[C:16]([NH:42][C:41]2[CH:40]=[C:39]3[CH2:43][CH2:44][CH2:45][N:38]3[N:37]=2)[C:15](=[O:19])[N:14]([CH3:20])[CH:13]=1)(=[O:3])[CH3:2]. The yield is 0.420. (9) The reactants are [Br:1][C:2]1[CH:3]=[CH:4][C:5]2[C:11]3[S:12][C:13]([C:15]([N:17]([C:19]4[CH:20]=[C:21]([CH:25]=[CH:26][C:27]=4[Cl:28])[C:22](O)=[O:23])[CH3:18])=[O:16])=[CH:14][C:10]=3[CH2:9][CH2:8][O:7][C:6]=2[CH:29]=1.CCN=C=NCCCN(C)C.C1C=CC2N(O)N=NC=2C=1.CCN(C(C)C)C(C)C.[NH2:60][CH2:61][CH2:62][OH:63]. The catalyst is C1COCC1.O. The product is [Br:1][C:2]1[CH:3]=[CH:4][C:5]2[C:11]3[S:12][C:13]([C:15]([N:17]([C:19]4[CH:20]=[C:21]([C:22](=[O:23])[NH:60][CH2:61][CH2:62][OH:63])[CH:25]=[CH:26][C:27]=4[Cl:28])[CH3:18])=[O:16])=[CH:14][C:10]=3[CH2:9][CH2:8][O:7][C:6]=2[CH:29]=1. The yield is 0.770. (10) The reactants are [NH:1]1[CH2:4][CH:3]([C:5]([OH:7])=[O:6])[CH2:2]1.C([O-])([O-])=O.[Na+].[Na+].[CH3:14][N:15]([CH3:28])[C:16]([C:18]1[CH:19]=[C:20]([S:24](Cl)(=[O:26])=[O:25])[CH:21]=[CH:22][CH:23]=1)=[O:17]. The catalyst is C1COCC1. The product is [CH3:14][N:15]([CH3:28])[C:16]([C:18]1[CH:19]=[C:20]([S:24]([N:1]2[CH2:4][CH:3]([C:5]([OH:7])=[O:6])[CH2:2]2)(=[O:26])=[O:25])[CH:21]=[CH:22][CH:23]=1)=[O:17]. The yield is 0.830.